This data is from Full USPTO retrosynthesis dataset with 1.9M reactions from patents (1976-2016). The task is: Predict the reactants needed to synthesize the given product. (1) Given the product [CH2:1]([O:3][C:4](=[O:26])[CH2:5][C:6]1[CH:11]=[CH:10][C:9]([O:12][CH3:13])=[C:8]([O:14][C:15]2[CH:20]=[CH:19][C:18]([N+:21]([O-:23])=[O:22])=[CH:17][C:16]=2[CH2:24][NH:29][CH2:27][CH3:28])[CH:7]=1)[CH3:2], predict the reactants needed to synthesize it. The reactants are: [CH2:1]([O:3][C:4](=[O:26])[CH2:5][C:6]1[CH:11]=[CH:10][C:9]([O:12][CH3:13])=[C:8]([O:14][C:15]2[CH:20]=[CH:19][C:18]([N+:21]([O-:23])=[O:22])=[CH:17][C:16]=2[CH:24]=O)[CH:7]=1)[CH3:2].[CH2:27]([NH2:29])[CH3:28].C([BH3-])#N.[Na+]. (2) Given the product [CH3:25][N+:2]([CH2:3][CH2:4][CH2:5][NH:6][C:7](=[O:26])[CH2:8][CH2:9][CH2:10][CH2:11][CH2:12][CH2:13][CH2:14][CH2:15][CH2:16][CH2:17][CH2:18][CH2:19][CH2:20][CH2:21][CH2:22][CH2:23][CH3:24])([CH2:29][CH2:28][CH2:34][S:31]([O-:30])(=[O:33])=[O:32])[CH3:1], predict the reactants needed to synthesize it. The reactants are: [CH3:1][N:2]([CH3:25])[CH2:3][CH2:4][CH2:5][N-:6][CH2:7][CH2:8][CH2:9][CH2:10][CH2:11][CH2:12][CH2:13][CH2:14][CH2:15][CH2:16][CH2:17][CH2:18][CH2:19][CH2:20][CH2:21][CH2:22][CH2:23][CH3:24].[OH-:26].[Na+].[CH2:28]1[CH2:34][S:31](=[O:33])(=[O:32])[O:30][CH2:29]1. (3) The reactants are: [CH3:1][N:2]1[C:14]2[C:13](=[O:15])[C:12]3[CH:11]=[C:10]([CH3:16])[CH:9]=[CH:8][C:7]=3[N:6]([CH2:17][C:18]#[N:19])[C:5]=2[CH:4]=[N:3]1.[OH-:20].[K+].O. Given the product [CH3:1][N:2]1[C:14]2[C:13](=[O:15])[C:12]3[CH:11]=[C:10]([CH3:16])[CH:9]=[CH:8][C:7]=3[N:6]([CH2:17][C:18]([NH2:19])=[O:20])[C:5]=2[CH:4]=[N:3]1, predict the reactants needed to synthesize it. (4) Given the product [Br:22][C:7]1[CH:8]=[C:9]([CH2:12][C:13]2[CH:18]=[CH:17][C:16]([O:19][CH2:20][CH3:21])=[CH:15][CH:14]=2)[CH:10]=[CH:11][C:6]=1[CH2:5][OH:4], predict the reactants needed to synthesize it. The reactants are: C([O:4][CH2:5][C:6]1[CH:11]=[CH:10][C:9]([CH2:12][C:13]2[CH:18]=[CH:17][C:16]([O:19][CH2:20][CH3:21])=[CH:15][CH:14]=2)=[CH:8][C:7]=1[Br:22])(=O)C.O[Li].O. (5) Given the product [OH:20][CH2:21][C:22]1[CH:27]=[C:26]([C:15]2[CH:16]=[CH:17][C:12]([O:11][CH2:10][C:6]3[CH:5]=[C:4]([CH:9]=[CH:8][CH:7]=3)[C:3]([OH:2])=[O:19])=[CH:13][CH:14]=2)[CH:25]=[CH:24][CH:23]=1, predict the reactants needed to synthesize it. The reactants are: C[O:2][C:3](=[O:19])[C:4]1[CH:9]=[CH:8][CH:7]=[C:6]([CH2:10][O:11][C:12]2[CH:17]=[CH:16][C:15](I)=[CH:14][CH:13]=2)[CH:5]=1.[OH:20][CH2:21][C:22]1[CH:23]=[C:24](B(O)O)[CH:25]=[CH:26][CH:27]=1. (6) Given the product [N:11]1[N:10]([C:6]2[CH:5]=[C:4]([CH:9]=[CH:8][CH:7]=2)[NH2:1])[N:14]=[CH:13][CH:12]=1, predict the reactants needed to synthesize it. The reactants are: [N+:1]([C:4]1[CH:5]=[C:6]([N:10]2[N:14]=[CH:13][CH:12]=[N:11]2)[CH:7]=[CH:8][CH:9]=1)([O-])=O. (7) Given the product [CH2:1]([O:3][CH2:4][C:5]1[N:6]([CH2:18][C:19]2([NH:25][C:31](=[O:32])[O:30][CH2:28][CH3:29])[CH2:24][CH2:23][CH2:22][CH2:21][CH2:20]2)[C:7]2[C:16]3[CH:15]=[CH:14][CH:13]=[CH:12][C:11]=3[N:10]=[CH:9][C:8]=2[N:17]=1)[CH3:2], predict the reactants needed to synthesize it. The reactants are: [CH2:1]([O:3][CH2:4][C:5]1[N:6]([CH2:18][C:19]2([NH2:25])[CH2:24][CH2:23][CH2:22][CH2:21][CH2:20]2)[C:7]2[C:16]3[CH:15]=[CH:14][CH:13]=[CH:12][C:11]=3[N:10]=[CH:9][C:8]=2[N:17]=1)[CH3:2].[OH-].[Na+].[CH2:28]([O:30][C:31](O[C:31]([O:30][CH2:28][CH3:29])=[O:32])=[O:32])[CH3:29]. (8) Given the product [CH2:17]([C:16]([C:21]1[CH:34]=[CH:33][C:24]([O:25][CH2:26][C@@H:27]([OH:32])[CH2:28][CH2:29][CH2:30][OH:31])=[C:23]([CH3:35])[CH:22]=1)([C:13]1[CH:14]=[CH:15][C:10]([CH2:9][CH2:8][CH:7]([OH:6])[C:37]([CH3:39])([CH3:40])[CH3:38])=[C:11]([CH3:36])[CH:12]=1)[CH2:19][CH3:20])[CH3:18], predict the reactants needed to synthesize it. The reactants are: C([Si](C)(C)[O:6][CH:7]([C:37]([CH3:40])([CH3:39])[CH3:38])[CH2:8][CH2:9][C:10]1[CH:15]=[CH:14][C:13]([C:16]([C:21]2[CH:34]=[CH:33][C:24]([O:25][CH2:26][C@@H:27]([OH:32])[CH2:28][CH2:29][CH2:30][OH:31])=[C:23]([CH3:35])[CH:22]=2)([CH2:19][CH3:20])[CH2:17][CH3:18])=[CH:12][C:11]=1[CH3:36])(C)(C)C.CCCC[N+](CCCC)(CCCC)CCCC.[F-].C(OCC)(=O)C. (9) The reactants are: C(=O)([O-])[O-].[K+].[K+].[Cl:7][CH2:8][C:9]1([CH3:27])[O:13][N:12]=[C:11]([S:14][CH2:15][C:16]2[C:17]([C:23]([F:26])([F:25])[F:24])=[N:18][N:19]([CH3:22])[C:20]=2[OH:21])[CH2:10]1.[CH:28](I)([CH3:30])[CH3:29].O. Given the product [Cl:7][CH2:8][C:9]1([CH3:27])[O:13][N:12]=[C:11]([S:14][CH2:15][C:16]2[C:17]([C:23]([F:26])([F:25])[F:24])=[N:18][N:19]([CH3:22])[C:20]=2[O:21][CH:28]([CH3:30])[CH3:29])[CH2:10]1, predict the reactants needed to synthesize it. (10) The reactants are: [NH2:1][C:2]1[CH:7]=[CH:6][C:5]([CH2:8][CH2:9][CH2:10][C:11]([OH:13])=[O:12])=[CH:4][CH:3]=1.CO.Cl[CH2:17]Cl.C[Si](C=[N+]=[N-])(C)C. Given the product [NH2:1][C:2]1[CH:3]=[CH:4][C:5]([CH2:8][CH2:9][CH2:10][C:11]([O:13][CH3:17])=[O:12])=[CH:6][CH:7]=1, predict the reactants needed to synthesize it.